This data is from Catalyst prediction with 721,799 reactions and 888 catalyst types from USPTO. The task is: Predict which catalyst facilitates the given reaction. (1) Product: [Br:1][C:2]1[S:6][C:5]([C:7]2([CH2:23][C:24]([O:26][C:27]([CH3:30])([CH3:29])[CH3:28])=[O:25])[S:13](=[O:15])(=[O:14])[CH2:12][CH2:11][NH:10][CH2:9][CH2:8]2)=[CH:4][CH:3]=1. The catalyst class is: 13. Reactant: [Br:1][C:2]1[S:6][C:5]([C:7]2([CH2:23][C:24]([O:26][C:27]([CH3:30])([CH3:29])[CH3:28])=[O:25])[S:13](=[O:15])(=[O:14])[CH2:12][CH2:11][N:10](C(OC(C)(C)C)=O)[CH2:9][CH2:8]2)=[CH:4][CH:3]=1.Cl.C(=O)(O)[O-].[Na+]. (2) Reactant: C(O[C:6](=O)[N:7]([CH:9]([C:11](=[O:31])[NH:12][C:13]1[N:18]=[C:17]2[N:19]([CH2:23][C:24]3[CH:29]=[CH:28][C:27]([Cl:30])=[CH:26][CH:25]=3)[C:20](=[O:22])[NH:21][C:16]2=[CH:15][CH:14]=1)[CH3:10])C)(C)(C)C.Cl. Product: [ClH:30].[Cl:30][C:27]1[CH:26]=[CH:25][C:24]([CH2:23][N:19]2[C:17]3=[N:18][C:13]([NH:12][C:11](=[O:31])[CH:9]([NH:7][CH3:6])[CH3:10])=[CH:14][CH:15]=[C:16]3[NH:21][C:20]2=[O:22])=[CH:29][CH:28]=1. The catalyst class is: 49. (3) Reactant: [F:1][C:2]([F:7])([F:6])[C:3]([OH:5])=[O:4].C[O:9][C:10](=[O:49])[C@@H:11]([NH:18][C:19]([C@H:21]1[C@H:25]([C:26]2[CH:31]=[CH:30][CH:29]=[C:28]([Cl:32])[C:27]=2[F:33])[C@:24]([C:36]2[CH:41]=[CH:40][C:39]([Cl:42])=[CH:38][C:37]=2[F:43])([C:34]#[N:35])[C@H:23]([CH2:44][C:45]([CH3:48])([CH3:47])[CH3:46])[NH:22]1)=[O:20])[CH2:12][C:13]1[N:14]=[CH:15][S:16][CH:17]=1.[Li+].[OH-]. Product: [F:1][C:2]([F:7])([F:6])[C:3]([OH:5])=[O:4].[Cl:32][C:28]1[C:27]([F:33])=[C:26]([C@@H:25]2[C@:24]([C:36]3[CH:41]=[CH:40][C:39]([Cl:42])=[CH:38][C:37]=3[F:43])([C:34]#[N:35])[C@H:23]([CH2:44][C:45]([CH3:48])([CH3:47])[CH3:46])[NH:22][C@H:21]2[C:19]([NH:18][C@@H:11]([CH2:12][C:13]2[N:14]=[CH:15][S:16][CH:17]=2)[C:10]([OH:49])=[O:9])=[O:20])[CH:31]=[CH:30][CH:29]=1. The catalyst class is: 87. (4) Reactant: CCN(C(C)C)C(C)C.[F:10][C:11]([F:28])([F:27])[O:12][C:13]1[CH:14]=[CH:15][CH:16]=[C:17]2[C:22]=1[O:21][C:20](=[O:23])[C:19]([C:24]([OH:26])=O)=[CH:18]2.CN(C(ON1N=NC2C=CC=NC1=2)=[N+](C)C)C.F[P-](F)(F)(F)(F)F.[O:53]1[C:58]2[CH:59]=[CH:60][C:61]([C:63]3[CH:64]=[C:65]([NH2:69])[CH:66]=[CH:67][CH:68]=3)=[CH:62][C:57]=2[O:56][CH2:55][CH2:54]1. Product: [O:53]1[C:58]2[CH:59]=[CH:60][C:61]([C:63]3[CH:64]=[C:65]([NH:69][C:24]([C:19]4[C:20](=[O:23])[O:21][C:22]5[C:17]([CH:18]=4)=[CH:16][CH:15]=[CH:14][C:13]=5[O:12][C:11]([F:10])([F:28])[F:27])=[O:26])[CH:66]=[CH:67][CH:68]=3)=[CH:62][C:57]=2[O:56][CH2:55][CH2:54]1. The catalyst class is: 3. (5) Reactant: [NH2:1][C:2]1[S:3][C:4]2[C:10](=[O:11])[CH2:9][CH2:8][CH2:7][C:5]=2[N:6]=1.[C:12]1([CH:18]([CH2:22][CH3:23])[C:19](O)=[O:20])[CH:17]=[CH:16][CH:15]=[CH:14][CH:13]=1.C(N(CC)CC)C.F[P-](F)(F)(F)(F)F.N1(OC(N(C)C)=[N+](C)C)C2N=CC=CC=2N=N1. Product: [O:11]=[C:10]1[C:4]2[S:3][C:2]([NH:1][C:19](=[O:20])[CH:18]([C:12]3[CH:17]=[CH:16][CH:15]=[CH:14][CH:13]=3)[CH2:22][CH3:23])=[N:6][C:5]=2[CH2:7][CH2:8][CH2:9]1. The catalyst class is: 9. (6) Reactant: [NH2:1][CH2:2][C:3]1[CH:4]=[C:5]2[CH:12]=[C:11]([C:13]([NH:15][CH:16]([C:21]3[CH:26]=[CH:25][CH:24]=[C:23]([C:27]([F:30])([F:29])[F:28])[CH:22]=3)[C:17]([F:20])([F:19])[F:18])=[O:14])[N:10]([CH2:31][CH3:32])[C:6]2=[N:7][C:8]=1[CH3:9].[C:33](Cl)(=[O:35])[CH3:34].Cl. Product: [C:33]([NH:1][CH2:2][C:3]1[CH:4]=[C:5]2[CH:12]=[C:11]([C:13]([NH:15][CH:16]([C:21]3[CH:26]=[CH:25][CH:24]=[C:23]([C:27]([F:30])([F:29])[F:28])[CH:22]=3)[C:17]([F:18])([F:19])[F:20])=[O:14])[N:10]([CH2:31][CH3:32])[C:6]2=[N:7][C:8]=1[CH3:9])(=[O:35])[CH3:34]. The catalyst class is: 17. (7) Reactant: C(N(CC)CC)C.[CH:8]1([CH2:14][CH:15]2[CH2:20][NH:19][CH2:18][CH:17]([C:21]([O:23][CH2:24][CH3:25])=[O:22])[CH2:16]2)[CH2:13][CH2:12][CH2:11][CH2:10][CH2:9]1.[CH3:26][S:27](Cl)(=[O:29])=[O:28].Cl. Product: [CH:8]1([CH2:14][CH:15]2[CH2:20][N:19]([S:27]([CH3:26])(=[O:29])=[O:28])[CH2:18][CH:17]([C:21]([O:23][CH2:24][CH3:25])=[O:22])[CH2:16]2)[CH2:9][CH2:10][CH2:11][CH2:12][CH2:13]1. The catalyst class is: 2.